From a dataset of CYP2C19 inhibition data for predicting drug metabolism from PubChem BioAssay. Regression/Classification. Given a drug SMILES string, predict its absorption, distribution, metabolism, or excretion properties. Task type varies by dataset: regression for continuous measurements (e.g., permeability, clearance, half-life) or binary classification for categorical outcomes (e.g., BBB penetration, CYP inhibition). Dataset: cyp2c19_veith. (1) The drug is CCOC(=O)c1ccc(OC(=O)CCCCCN=C(N)N)cc1. The result is 0 (non-inhibitor). (2) The molecule is COc1ccc(NC(=O)N2CC[C@@]3(CCCN(C(=O)c4cccc(F)c4)C3)C2)cc1. The result is 0 (non-inhibitor). (3) The molecule is CN[C@@H]1[C@H](O[C@H]2[C@@H](O[C@@H]3[C@@H](O)[C@@H](O)[C@@H](N=C(N)N)[C@@H](O)[C@@H]3N=C(N)N)O[C@@H](C)[C@]2(O)CO)O[C@H](CO)[C@@H](O)[C@@H]1O. The result is 0 (non-inhibitor). (4) The molecule is CCCC[C@@H]1C[C@H]1C(NC(=O)c1ccccc1)c1ccccc1C(F)(F)F. The result is 1 (inhibitor). (5) The molecule is COC(=O)[C@@H]1C[C@H]1[C@@H](NS(=O)(=O)c1ccc2ccccc2c1)c1ccccc1. The result is 1 (inhibitor).